This data is from Forward reaction prediction with 1.9M reactions from USPTO patents (1976-2016). The task is: Predict the product of the given reaction. (1) Given the reactants [C:1]([O:5][C:6](=[O:21])[N:7]([CH2:18][CH2:19][OH:20])[CH2:8][CH:9](O)[CH2:10][C:11]1[CH:16]=[CH:15][CH:14]=[CH:13][CH:12]=1)([CH3:4])([CH3:3])[CH3:2].C1(P(C2C=CC=CC=2)C2C=CC=CC=2)C=CC=CC=1.CCOC(/N=N/C(OCC)=O)=O, predict the reaction product. The product is: [C:1]([O:5][C:6]([N:7]1[CH2:18][CH2:19][O:20][CH:9]([CH2:10][C:11]2[CH:16]=[CH:15][CH:14]=[CH:13][CH:12]=2)[CH2:8]1)=[O:21])([CH3:4])([CH3:3])[CH3:2]. (2) Given the reactants [CH3:1][C:2]1[N:3]=[C:4]([CH:7]=O)[S:5][CH:6]=1.[C:9]12([NH2:19])[CH2:18][CH:13]3[CH2:14][CH:15]([CH2:17][CH:11]([CH2:12]3)[CH2:10]1)[CH2:16]2, predict the reaction product. The product is: [C:9]12([NH:19][CH2:7][C:4]3[S:5][CH:6]=[C:2]([CH3:1])[N:3]=3)[CH2:16][CH:15]3[CH2:14][CH:13]([CH2:12][CH:11]([CH2:17]3)[CH2:10]1)[CH2:18]2.